From a dataset of hERG Central: cardiac toxicity at 1µM, 10µM, and general inhibition. Predict hERG channel inhibition at various concentrations. (1) The compound is CC(=O)c1cccc(Nc2cc(C)nc3c(C)cccc23)c1.Cl. Results: hERG_inhib (hERG inhibition (general)): blocker. (2) The drug is O=C(c1cccn2c(=O)c3cc(Cl)ccc3nc12)N1CCN(Cc2ccc3c(c2)OCO3)CC1. Results: hERG_inhib (hERG inhibition (general)): blocker. (3) The molecule is O=C(CN1CCN(C(=O)c2cccc(S(=O)(=O)N3CCCC3)c2)CC1)Nc1ccc(F)cc1. Results: hERG_inhib (hERG inhibition (general)): blocker. (4) The drug is C/C=C/c1ccc(OCC(O)CNCCc2ccc(OC)cc2)c(OC)c1.O=C(O)C(=O)O. Results: hERG_inhib (hERG inhibition (general)): blocker. (5) The drug is COc1ccc(C[C@H]2CN3C(=NC[C@@H]3C)N2CCNC(=O)CCC2CCCCC2)cc1. Results: hERG_inhib (hERG inhibition (general)): blocker.